Dataset: Reaction yield outcomes from USPTO patents with 853,638 reactions. Task: Predict the reaction yield, written as a fraction of the theoretical maximum amount of product (1.0 means a 100% yield; for example, 0.34 means a 34% yield). (1) The reactants are [F:1][C:2]1[C:16]([CH2:17][NH:18][C:19](=[O:25])[O:20][C:21]([CH3:24])([CH3:23])[CH3:22])=[CH:15][C:5]2[N:6]([CH:9]3[CH2:14][CH2:13][CH2:12][CH2:11][O:10]3)[CH:7]=[N:8][C:4]=2[CH:3]=1.[H-].[Na+].[CH3:28]I. The catalyst is C1COCC1. The product is [F:1][C:2]1[C:16]([CH2:17][N:18]([CH3:28])[C:19](=[O:25])[O:20][C:21]([CH3:22])([CH3:24])[CH3:23])=[CH:15][C:5]2[N:6]([CH:9]3[CH2:14][CH2:13][CH2:12][CH2:11][O:10]3)[CH:7]=[N:8][C:4]=2[CH:3]=1. The yield is 0.970. (2) The reactants are Cl[C:2]([O:4][CH2:5][C:6]1[CH:11]=[CH:10][CH:9]=[CH:8][CH:7]=1)=[O:3].[NH2:12][C:13]1([C:18]([OH:20])=[O:19])[CH2:17][CH2:16][CH2:15][CH2:14]1.C(=O)([O-])[O-].[Na+].[Na+]. The catalyst is O1CCOCC1.O. The product is [CH2:5]([O:4][C:2]([NH:12][C:13]1([C:18]([OH:20])=[O:19])[CH2:17][CH2:16][CH2:15][CH2:14]1)=[O:3])[C:6]1[CH:11]=[CH:10][CH:9]=[CH:8][CH:7]=1. The yield is 0.620. (3) The reactants are [CH3:1][O:2][CH2:3][CH2:4][CH2:5][O:6][C:7]1[CH:12]=[CH:11][N:10]=[C:9]([CH2:13][S:14][C:15]2[NH:19][C:18]3[CH:20]=[CH:21][CH:22]=[CH:23][C:17]=3[N:16]=2)[C:8]=1[CH3:24].[OH-:25].[Na+]. The catalyst is ClCCl. The product is [CH3:1][O:2][CH2:3][CH2:4][CH2:5][O:6][C:7]1[CH:12]=[CH:11][N:10]=[C:9]([CH2:13][S:14]([C:15]2[NH:16][C:17]3[CH:23]=[CH:22][CH:21]=[CH:20][C:18]=3[N:19]=2)=[O:25])[C:8]=1[CH3:24]. The yield is 0.239.